Dataset: Forward reaction prediction with 1.9M reactions from USPTO patents (1976-2016). Task: Predict the product of the given reaction. (1) Given the reactants S([C:5]1[N:10]=[CH:9][N:8]=[C:7]([S:11]([CH3:14])(=[O:13])=[O:12])[CH:6]=1)(C)(=O)=O.C(=O)([O-])[O-:16].[Cs+].[Cs+], predict the reaction product. The product is: [S:11]([OH:12])(=[O:13])(=[O:16])[CH3:14].[N:8]1[CH:7]=[CH:6][CH:5]=[N:10][CH:9]=1. (2) Given the reactants [C:1]([C:9]1[CH:10]=[N:11][CH:12]=[CH:13][CH:14]=1)(=[O:8])[C:2]1[CH:7]=[CH:6][CH:5]=[CH:4][CH:3]=1.[N+:15]([O-])([O-:17])=[O:16].[K+].[OH-].[Na+], predict the reaction product. The product is: [N+:15]([C:6]1[CH:7]=[C:2]([CH:3]=[CH:4][CH:5]=1)[C:1]([C:9]1[CH:10]=[N:11][CH:12]=[CH:13][CH:14]=1)=[O:8])([O-:17])=[O:16].